Task: Binary classification across 12 toxicity assays.. Dataset: Tox21: 12 toxicity assays (nuclear receptors and stress response pathways) (1) The molecule is CCCCN(CCCC)C(=S)[S-]. It tested positive (active) for: SR-HSE (Heat Shock Element response). (2) It tested positive (active) for: NR-AhR (Aryl hydrocarbon Receptor agonist activity), and NR-Aromatase (Aromatase enzyme inhibition). The compound is COP(=S)(OC)Oc1ccc([N+](=O)[O-])c(C)c1. (3) The compound is C[C@]12CC[C@H]3[C@H]([C@@H]1[C@@H]1C[C@@H]1[C@@]21CCC(=O)O1)[C@H]1C[C@H]1C1=CC(=O)CC[C@@]13C. It tested positive (active) for: NR-AR (Androgen Receptor agonist activity), and NR-AR-LBD (Androgen Receptor Ligand Binding Domain agonist). (4) The compound is c1ccc(CNc2ncnc3c2ncn3C2CCCCO2)cc1. It tested positive (active) for: NR-AhR (Aryl hydrocarbon Receptor agonist activity), NR-ER (Estrogen Receptor agonist activity), and SR-ATAD5 (ATAD5 genotoxicity (DNA damage)).